From a dataset of Rat liver microsome stability data. Regression/Classification. Given a drug SMILES string, predict its absorption, distribution, metabolism, or excretion properties. Task type varies by dataset: regression for continuous measurements (e.g., permeability, clearance, half-life) or binary classification for categorical outcomes (e.g., BBB penetration, CYP inhibition). Dataset: rlm. (1) The result is 1 (stable in rat liver microsomes). The molecule is CCc1nc(N)nc(N)c1-c1ccc2c(c1)N(CCOCC(F)(F)F)C(=O)C(C)(c1cc(F)cc(F)c1)O2. (2) The molecule is CCOc1ccc(-c2nc(SCC(=O)Nc3ccc(C)c(C)c3)n3[nH]c(=O)cc3n2)cc1. The result is 1 (stable in rat liver microsomes). (3) The compound is Cc1cc(C#N)cc(-c2cc(-n3cccn3)ccn2)c1. The result is 0 (unstable in rat liver microsomes). (4) The molecule is CC(C)[C@H](NS(=O)(=O)c1ccc2c(c1)sc1cc(N)ccc12)C(=O)O. The result is 0 (unstable in rat liver microsomes). (5) The molecule is C#Cc1ccc(NC(=O)c2cnn3c(C)cc(C)nc23)cc1. The result is 1 (stable in rat liver microsomes).